This data is from Reaction yield outcomes from USPTO patents with 853,638 reactions. The task is: Predict the reaction yield, written as a fraction of the theoretical maximum amount of product (1.0 means a 100% yield; for example, 0.34 means a 34% yield). (1) The reactants are Cl.[Si]([O:9][C@H:10]1[CH2:14][CH2:13][N:12]([CH2:15][C:16]2[CH:21]=[CH:20][C:19]([CH3:22])=[CH:18][CH:17]=2)[C:11]1=[O:23])(C(C)(C)C)(C)C. The catalyst is C(Cl)Cl. The product is [OH:9][C@H:10]1[CH2:14][CH2:13][N:12]([CH2:15][C:16]2[CH:21]=[CH:20][C:19]([CH3:22])=[CH:18][CH:17]=2)[C:11]1=[O:23]. The yield is 0.890. (2) The reactants are Br[C:2]1[S:6][C:5]([CH:7]=[O:8])=[CH:4][CH:3]=1.[F:9][C:10]([F:21])([F:20])[C:11]1[CH:16]=[CH:15][C:14](B(O)O)=[CH:13][CH:12]=1.C([O-])([O-])=O.[K+].[K+]. The catalyst is C1(C)C=CC=CC=1.C1C=CC([P]([Pd]([P](C2C=CC=CC=2)(C2C=CC=CC=2)C2C=CC=CC=2)([P](C2C=CC=CC=2)(C2C=CC=CC=2)C2C=CC=CC=2)[P](C2C=CC=CC=2)(C2C=CC=CC=2)C2C=CC=CC=2)(C2C=CC=CC=2)C2C=CC=CC=2)=CC=1. The product is [F:9][C:10]([F:21])([F:20])[C:11]1[CH:16]=[CH:15][C:14]([C:2]2[S:6][C:5]([CH:7]=[O:8])=[CH:4][CH:3]=2)=[CH:13][CH:12]=1. The yield is 0.630. (3) The reactants are C1C2C(C[O:15][C:16]([N:18]([CH2:31][C:32]3[N:36]([CH3:37])[C:35]4[CH:38]=[CH:39][CH:40]=[CH:41][C:34]=4[N:33]=3)[CH2:19][CH2:20][NH:21][C@@H:22]([C:27]([CH3:30])([CH3:29])[CH3:28])[C:23]([O:25][CH3:26])=[O:24])=O)C3C(=CC=CC=3)C=2C=CC=1.C(NCC)C.C(=O)(OC1C=CC([N+]([O-])=O)=CC=1)OC1C=CC([N+]([O-])=O)=CC=1. The catalyst is CN(C)C=O.ClC(Cl)C. The product is [CH3:30][C:27]([CH3:29])([CH3:28])[C@H:22]([N:21]1[CH2:20][CH2:19][N:18]([CH2:31][C:32]2[N:36]([CH3:37])[C:35]3[CH:38]=[CH:39][CH:40]=[CH:41][C:34]=3[N:33]=2)[C:16]1=[O:15])[C:23]([O:25][CH3:26])=[O:24]. The yield is 0.640. (4) The reactants are [Cl:1][C:2]1[CH:11]=[C:10]([C:12]([NH:14][CH2:15][C:16]2[C:24]3[N:23]=[CH:22][N:21](C(OC(C)(C)C)=O)[C:20]=3[CH:19]=[CH:18][CH:17]=2)=[O:13])[CH:9]=[CH:8][C:3]=1[C:4]([O:6]C)=[O:5]. The catalyst is CO.[OH-].[Li+]. The product is [Cl:1][C:2]1[CH:11]=[C:10]([C:12]([NH:14][CH2:15][C:16]2[C:24]3[NH:23][CH:22]=[N:21][C:20]=3[CH:19]=[CH:18][CH:17]=2)=[O:13])[CH:9]=[CH:8][C:3]=1[C:4]([OH:6])=[O:5]. The yield is 0.860. (5) The reactants are [F:1][C:2]([F:9])([F:8])[C:3]([O:5]CC)=O.C[O-].[Na+].[CH3:13][C:14]([C:16]1[CH:21]=[CH:20][C:19]([F:22])=[CH:18][CH:17]=1)=[O:15]. The catalyst is CC(OC)(C)C.Cl. The product is [F:9][C:2]([F:1])([F:8])[C:3](=[O:5])[CH2:13][C:14]([C:16]1[CH:21]=[CH:20][C:19]([F:22])=[CH:18][CH:17]=1)=[O:15]. The yield is 0.970. (6) The reactants are N.C[N:3](C(ON1N=NC2C=CC=NC1=2)=[N+](C)C)C.F[P-](F)(F)(F)(F)F.[F:26][C:27]1[CH:32]=[CH:31][C:30]([C:33]2[O:34][C:35]3[CH:44]=[C:43]([NH:45][S:46]([CH3:49])(=[O:48])=[O:47])[C:42]([O:50][CH:51]([CH3:53])[CH3:52])=[CH:41][C:36]=3[C:37]=2[C:38](O)=[O:39])=[CH:29][CH:28]=1. The catalyst is CN(C=O)C.CCOC(C)=O. The product is [F:26][C:27]1[CH:32]=[CH:31][C:30]([C:33]2[O:34][C:35]3[CH:44]=[C:43]([NH:45][S:46]([CH3:49])(=[O:48])=[O:47])[C:42]([O:50][CH:51]([CH3:53])[CH3:52])=[CH:41][C:36]=3[C:37]=2[C:38]([NH2:3])=[O:39])=[CH:29][CH:28]=1. The yield is 0.930.